Dataset: Full USPTO retrosynthesis dataset with 1.9M reactions from patents (1976-2016). Task: Predict the reactants needed to synthesize the given product. Given the product [O:57]1[CH2:58][CH2:59][O:60][CH2:61][C@H:56]1[CH2:55][N:1]1[C:9]2[C:4](=[CH:5][CH:6]=[CH:7][CH:8]=2)[C@@:3]2([C:21]3[C:12](=[CH:13][C:14]4[O:19][CH2:18][CH2:17][O:16][C:15]=4[CH:20]=3)[O:11][CH2:10]2)[C:2]1=[O:22], predict the reactants needed to synthesize it. The reactants are: [NH:1]1[C:9]2[C:4](=[CH:5][CH:6]=[CH:7][CH:8]=2)[C@@:3]2([C:21]3[C:12](=[CH:13][C:14]4[O:19][CH2:18][CH2:17][O:16][C:15]=4[CH:20]=3)[O:11][CH2:10]2)[C:2]1=[O:22].N1C2C(=CC=CC=2)C2(C3=CC4OCOC=4C=C3OC2)C1=O.CC1C=CC(S(O[CH2:55][C@@H:56]2[CH2:61][O:60][CH2:59][CH2:58][O:57]2)(=O)=O)=CC=1.CC1C=CC(S(OC[C@H]2COCCO2)(=O)=O)=CC=1.